Dataset: Catalyst prediction with 721,799 reactions and 888 catalyst types from USPTO. Task: Predict which catalyst facilitates the given reaction. (1) Reactant: CC(C)([O-])C.[K+].C(O)(C)(C)C.[CH3:12][O:13][C:14](=[O:20])[CH2:15][C:16](=[O:19])[CH2:17][CH3:18].Cl[CH2:22][C:23]1[CH:28]=[CH:27][C:26]([C:29]([N:31]2[CH2:35][CH2:34][CH2:33][CH2:32]2)=[O:30])=[CH:25][CH:24]=1. Product: [CH3:12][O:13][C:14](=[O:20])[CH:15]([CH2:22][C:23]1[CH:24]=[CH:25][C:26]([C:29]([N:31]2[CH2:35][CH2:34][CH2:33][CH2:32]2)=[O:30])=[CH:27][CH:28]=1)[C:16](=[O:19])[CH2:17][CH3:18]. The catalyst class is: 30. (2) Reactant: [C:1]([O-:9])(=[O:8])[CH:2]([CH2:4][C:5]([O-:7])=[O:6])[OH:3].[Na+].[Na+]. Product: [C:1]([OH:9])(=[O:8])[CH:2]([CH2:4][C:5]([OH:7])=[O:6])[OH:3]. The catalyst class is: 6. (3) Reactant: [Cl:1][C:2]1[CH:3]=[N:4][CH:5]=[C:6]([Cl:38])[C:7]=1[C:8]1[C:12]([CH2:13][O:14][C:15]2[CH:20]=[CH:19][C:18]([C:21]3[CH:22]=[C:23]4[C:28](=[CH:29][CH:30]=3)[N:27]=[C:26]([C:31]([O:33]C)=[O:32])[CH:25]=[CH:24]4)=[CH:17][CH:16]=2)=[C:11]([CH:35]([CH3:37])[CH3:36])[O:10][N:9]=1.CO.[OH-].[Na+].Cl. Product: [Cl:1][C:2]1[CH:3]=[N:4][CH:5]=[C:6]([Cl:38])[C:7]=1[C:8]1[C:12]([CH2:13][O:14][C:15]2[CH:20]=[CH:19][C:18]([C:21]3[CH:22]=[C:23]4[C:28](=[CH:29][CH:30]=3)[N:27]=[C:26]([C:31]([OH:33])=[O:32])[CH:25]=[CH:24]4)=[CH:17][CH:16]=2)=[C:11]([CH:35]([CH3:36])[CH3:37])[O:10][N:9]=1. The catalyst class is: 1.